From a dataset of Forward reaction prediction with 1.9M reactions from USPTO patents (1976-2016). Predict the product of the given reaction. Given the reactants [N+:1]([C:4]1[CH:5]=[N:6][NH:7][CH:8]=1)([O-:3])=[O:2].Br[CH2:10][C:11]([O:13][CH3:14])=[O:12].C(=O)([O-])[O-].[K+].[K+], predict the reaction product. The product is: [N+:1]([C:4]1[CH:5]=[N:6][N:7]([CH2:10][C:11]([O:13][CH3:14])=[O:12])[CH:8]=1)([O-:3])=[O:2].